This data is from Peptide-MHC class I binding affinity with 185,985 pairs from IEDB/IMGT. The task is: Regression. Given a peptide amino acid sequence and an MHC pseudo amino acid sequence, predict their binding affinity value. This is MHC class I binding data. (1) The peptide sequence is AIGLAWIPY. The MHC is HLA-A24:02 with pseudo-sequence HLA-A24:02. The binding affinity (normalized) is 0. (2) The peptide sequence is GENAVIPKG. The MHC is HLA-B44:03 with pseudo-sequence HLA-B44:03. The binding affinity (normalized) is 0.287. (3) The peptide sequence is TEVMPVSMA. The MHC is HLA-B40:02 with pseudo-sequence HLA-B40:02. The binding affinity (normalized) is 0.595. (4) The peptide sequence is TFTNDSIISH. The MHC is HLA-A11:01 with pseudo-sequence HLA-A11:01. The binding affinity (normalized) is 0.286.